This data is from Full USPTO retrosynthesis dataset with 1.9M reactions from patents (1976-2016). The task is: Predict the reactants needed to synthesize the given product. (1) Given the product [CH3:22][CH2:23][C@@H:24]1[C@@H:31]2[N:30]3[CH2:29][CH2:28][C:27]4[C:12]5[CH:11]=[C:6]([O:10][CH3:9])[CH:5]=[CH:4][C:3]=5[NH:2][C:18]=4[C@@H:20]2[CH2:21][C@@H:26]([CH2:47]3)[CH2:25]1, predict the reactants needed to synthesize it. The reactants are: C[N:2]([C:18]([CH2:20][C:21]1[CH:26]=[CH:25][CH:24]=[CH:23][CH:22]=1)=O)[C@@H:3]1[C@@H:12](N2CCCC2)[CH2:11][C@@:6]2([O:10][CH2:9]CC2)[CH2:5][CH2:4]1.[CH2:27]=[CH:28][CH2:29][N:30]1[C@@H:47]2CC3C=CC(O)=C4O[C@H]5C(CC[C@]2(O)[C@]5(C=34)C[CH2:31]1)=O.C1C2C[C@H]3N(CC4CC4)CC[C@]45[C@H](C6NC7[C@@H]8OC9C(O)=CC=C%10C=9[C@@]98[C@@](O)(CC=7C=6C[C@@]34O)[C@@H](C%10)N(CC3CC3)CC9)OC(C=25)=C(O)C=1.C1C2C[C@H]3N(CC[C@@]45[C@H]3C=C[C@H](O)[C@@H]4OC(C=25)=C(O)C=1)C.C=C1[C@@H]2OC3C4[C@]52CCN(CC2CC2)[C@H](CC=4C=CC=3O)[C@]5(O)CC1.CC[C@@H]([C@H](NC([C@@H](NC([C@@H](NC([C@@H](NC([C@@H](NC(CNC(CNC([C@@H](N)CC1C=CC(O)=CC=1)=O)=O)=O)CC1C=CC=CC=1)=O)CC(C)C)=O)CCCNC(N)=N)=O)CCCNC(N)=N)=O)C(N[C@H](C(N1[C@H](C(N[C@H](C(N[C@H](C(N[C@H](C(N[C@H](C(N[C@H](C(N[C@H](C(N[C@H](C(O)=O)CCC(N)=O)=O)CC(N)=O)=O)CC(O)=O)=O)CC2C3C=CC=CC=3NC=2)=O)CCCCN)=O)CC(C)C)=O)CCCCN)=O)CCC1)=O)CCCNC(N)=N)=O)C.C[C@@H](NC([C@@H](N)CC1C=CC(O)=CC=1)=O)C(NCC(N([C@H](C(NCCO)=O)CC1C=CC=CC=1)C)=O)=O. (2) Given the product [C:3]1([CH3:8])[CH:4]=[CH:5][CH:6]=[CH:7][C:2]=1[N:1]1[CH2:19][CH2:18][CH2:17][CH2:16]1, predict the reactants needed to synthesize it. The reactants are: [NH2:1][C:2]1[C:3]([CH3:8])=[CH:4][CH:5]=[CH:6][CH:7]=1.C(=O)([O-])[O-].[Na+].[Na+].Br[CH2:16][CH2:17][CH2:18][CH2:19]Br. (3) Given the product [CH3:1][N:2]1[C:3](=[O:4])[N:5]2[CH:6]=[N:7][C:8]([C:12]3[O:13][CH:16]=[C:17]([C:19]4[CH:24]=[CH:23][CH:22]=[CH:21][CH:20]=4)[N:14]=3)=[C:9]2[N:10]=[N:11]1, predict the reactants needed to synthesize it. The reactants are: [CH3:1][N:2]1[N:11]=[N:10][C:9]2[N:5]([CH:6]=[N:7][C:8]=2[C:12]([NH2:14])=[O:13])[C:3]1=[O:4].Br[CH2:16][C:17]([C:19]1[CH:24]=[CH:23][CH:22]=[CH:21][CH:20]=1)=O. (4) The reactants are: Cl[C:2]1[N:7]=[C:6]([NH:8][C@H:9]([CH2:13][C:14]2[CH:19]=[CH:18][CH:17]=[CH:16][CH:15]=2)[C:10]([NH2:12])=[O:11])[CH:5]=[N:4][C:3]=1[C:20]#[N:21].[NH2:22][C:23]1[CH:24]=[C:25]2[C:30](=[CH:31][CH:32]=1)[N:29]=[CH:28][CH:27]=[CH:26]2.C([O-])([O-])=O.[K+].[K+].C1C=CC(P(C2C(C3C(P(C4C=CC=CC=4)C4C=CC=CC=4)=CC=C4C=3C=CC=C4)=C3C(C=CC=C3)=CC=2)C2C=CC=CC=2)=CC=1. Given the product [C:20]([C:3]1[N:4]=[CH:5][C:6]([NH:8][C@H:9]([CH2:13][C:14]2[CH:19]=[CH:18][CH:17]=[CH:16][CH:15]=2)[C:10]([NH2:12])=[O:11])=[N:7][C:2]=1[NH:22][C:23]1[CH:24]=[C:25]2[C:30](=[CH:31][CH:32]=1)[N:29]=[CH:28][CH:27]=[CH:26]2)#[N:21], predict the reactants needed to synthesize it. (5) Given the product [Cl:48][C:44]1[CH:43]=[C:42]([CH:40]([OH:41])[CH:39]([NH:38][C:12]([C:5]2[C:6]3[C:11](=[CH:10][CH:9]=[CH:8][CH:7]=3)[C:2]([F:1])=[CH:3][CH:4]=2)=[O:14])[CH2:49][C:50]2[CH:55]=[CH:54][C:53]([C:56]([F:62])([F:61])[C:57]([CH3:60])([CH3:58])[CH3:59])=[CH:52][CH:51]=2)[CH:47]=[CH:46][CH:45]=1, predict the reactants needed to synthesize it. The reactants are: [F:1][C:2]1[C:11]2[C:6](=[CH:7][CH:8]=[CH:9][CH:10]=2)[C:5]([C:12]([OH:14])=O)=[CH:4][CH:3]=1.Cl.C(N=C=NCCCN(C)C)C.O.ON1C2C=CC=CC=2N=N1.[NH2:38][CH:39]([CH2:49][C:50]1[CH:55]=[CH:54][C:53]([C:56]([F:62])([F:61])[C:57]([CH3:60])([CH3:59])[CH3:58])=[CH:52][CH:51]=1)[CH:40]([C:42]1[CH:47]=[CH:46][CH:45]=[C:44]([Cl:48])[CH:43]=1)[OH:41].